Dataset: Reaction yield outcomes from USPTO patents with 853,638 reactions. Task: Predict the reaction yield, written as a fraction of the theoretical maximum amount of product (1.0 means a 100% yield; for example, 0.34 means a 34% yield). (1) The reactants are [NH2:1][C@@H:2]([CH3:17])[C@@H:3]([C:5]1[CH:6]=[CH:7][C:8]([OH:16])=[C:9]([NH:11][S:12]([CH3:15])(=[O:14])=[O:13])[CH:10]=1)[OH:4].[F:18][C:19]([F:33])([F:32])[C:20]1[CH:21]=[C:22]([CH:25]=[C:26]([C:28]([F:31])([F:30])[F:29])[CH:27]=1)[CH:23]=O. The catalyst is CO. The product is [F:18][C:19]([F:32])([F:33])[C:20]1[CH:21]=[C:22]([CH:25]=[C:26]([C:28]([F:31])([F:29])[F:30])[CH:27]=1)[CH2:23][NH:1][C@@H:2]([CH3:17])[C@@H:3]([C:5]1[CH:6]=[CH:7][C:8]([OH:16])=[C:9]([NH:11][S:12]([CH3:15])(=[O:14])=[O:13])[CH:10]=1)[OH:4]. The yield is 0.660. (2) The reactants are [CH3:1][O:2][C:3]([C:5]1[C:9](N)=[CH:8][N:7]([CH:11]2[CH2:16][CH2:15][CH2:14][CH2:13][O:12]2)[N:6]=1)=[O:4].C(Cl)CCl.C1C=CC2N(O)N=NC=2C=1.FC1C=CC=C(F)C=1C(O)=O. The product is [CH3:1][O:2][C:3]([C:5]1[CH:9]=[CH:8][N:7]([CH:11]2[CH2:16][CH2:15][CH2:14][CH2:13][O:12]2)[N:6]=1)=[O:4]. The yield is 0.560. The catalyst is ClCCl.